Predict the reactants needed to synthesize the given product. From a dataset of Full USPTO retrosynthesis dataset with 1.9M reactions from patents (1976-2016). (1) The reactants are: [C:1]([O:5][C:6](=[O:29])[NH:7][C:8]1[CH:13]=[CH:12][C:11]([C:14]2[CH:15]=[N:16][C:17]([O:20]CC3C=CC=CC=3)=[CH:18][CH:19]=2)=[CH:10][C:9]=1[NH2:28])([CH3:4])([CH3:3])[CH3:2]. Given the product [C:1]([O:5][C:6](=[O:29])[NH:7][C:8]1[CH:13]=[CH:12][C:11]([C:14]2[CH:19]=[CH:18][C:17](=[O:20])[NH:16][CH:15]=2)=[CH:10][C:9]=1[NH2:28])([CH3:4])([CH3:2])[CH3:3], predict the reactants needed to synthesize it. (2) The reactants are: [NH2:1][C:2]1[C:7]([CH2:8][OH:9])=[CH:6][CH:5]=[CH:4][C:3]=1[CH2:10][OH:11].C([O-])(O)=O.[Na+].O.[C:18](Cl)(=[O:30])[O:19][CH2:20][C:21]1[CH:26]=[CH:25][CH:24]=[CH:23][C:22]=1[N+:27]([O-:29])=[O:28]. Given the product [OH:11][CH2:10][C:3]1[CH:4]=[CH:5][CH:6]=[C:7]([CH2:8][OH:9])[C:2]=1[NH:1][C:18](=[O:30])[O:19][CH2:20][C:21]1[CH:26]=[CH:25][CH:24]=[CH:23][C:22]=1[N+:27]([O-:29])=[O:28], predict the reactants needed to synthesize it. (3) Given the product [Cl:17][CH2:16][C@@H:18]([OH:20])[CH2:19][N:8]([CH2:1][C:2]1[CH:7]=[CH:6][CH:5]=[CH:4][CH:3]=1)[CH2:9][C:10]1[CH:15]=[CH:14][CH:13]=[CH:12][CH:11]=1, predict the reactants needed to synthesize it. The reactants are: [CH2:1]([NH:8][CH2:9][C:10]1[CH:15]=[CH:14][CH:13]=[CH:12][CH:11]=1)[C:2]1[CH:7]=[CH:6][CH:5]=[CH:4][CH:3]=1.[CH2:16]([C@H:18]1[O:20][CH2:19]1)[Cl:17]. (4) Given the product [C:1]([O:5][C:6]([NH:8][CH:9]([C:13]1[CH:18]=[CH:17][C:16]([F:19])=[CH:15][CH:14]=1)[C:10]([O:12][C@@H:47]1[CH:48]2[CH2:51][CH2:52][N:45]([CH2:50][CH2:49]2)[CH2:46]1)=[O:11])=[O:7])([CH3:4])([CH3:2])[CH3:3], predict the reactants needed to synthesize it. The reactants are: [C:1]([O:5][C:6]([NH:8][CH:9]([C:13]1[CH:18]=[CH:17][C:16]([F:19])=[CH:15][CH:14]=1)[C:10]([OH:12])=[O:11])=[O:7])([CH3:4])([CH3:3])[CH3:2].C(=NC1CCCCC1)=NC1CCCCC1.N1(O)C2C=CC=CC=2N=N1.[N:45]12[CH2:52][CH2:51][CH:48]([CH2:49][CH2:50]1)[C@@H:47](O)[CH2:46]2.